From a dataset of Catalyst prediction with 721,799 reactions and 888 catalyst types from USPTO. Predict which catalyst facilitates the given reaction. (1) Reactant: [F:1][C:2]([F:52])([F:51])[C:3]1[CH:4]=[C:5]([CH:48]=[CH:49][CH:50]=1)[CH2:6][NH:7][C:8]([C:10]1[CH:15]=[CH:14][N:13]=[C:12]([C:16]2[CH:21]=[C:20]([N:22]3[CH2:27][CH2:26][O:25][CH2:24][CH2:23]3)[CH:19]=[CH:18][C:17]=2[NH:28][C:29]([C:31]2[CH:32]=[C:33]([CH:45]=[CH:46][CH:47]=2)[CH2:34][S:35][CH2:36][CH2:37][C:38]([O:40]C(C)(C)C)=[O:39])=[O:30])[CH:11]=1)=[O:9].FC(F)(F)C(O)=O. Product: [F:52][C:2]([F:1])([F:51])[C:3]1[CH:4]=[C:5]([CH:48]=[CH:49][CH:50]=1)[CH2:6][NH:7][C:8]([C:10]1[CH:15]=[CH:14][N:13]=[C:12]([C:16]2[CH:21]=[C:20]([N:22]3[CH2:23][CH2:24][O:25][CH2:26][CH2:27]3)[CH:19]=[CH:18][C:17]=2[NH:28][C:29]([C:31]2[CH:32]=[C:33]([CH:45]=[CH:46][CH:47]=2)[CH2:34][S:35][CH2:36][CH2:37][C:38]([OH:40])=[O:39])=[O:30])[CH:11]=1)=[O:9]. The catalyst class is: 4. (2) Reactant: Cl[CH2:2][C:3]([N:5]1[CH2:10][CH2:9][N:8]([S:11]([C:14]2[CH:23]=[CH:22][C:21]3[C:16](=[CH:17][CH:18]=[CH:19][CH:20]=3)[CH:15]=2)(=[O:13])=[O:12])[CH2:7][CH2:6]1)=[O:4].[C:24]1([CH2:30]CC(O)=O)[CH:29]=[CH:28][CH:27]=[CH:26][CH:25]=1.CCN(C(C)C)C(C)C.CN(C(ON1N=NC2C=CC=NC1=2)=[N+](C)C)C.F[P-](F)(F)(F)(F)F. The catalyst class is: 2. Product: [CH:15]1[C:16]2[C:21](=[CH:20][CH:19]=[CH:18][CH:17]=2)[CH:22]=[CH:23][C:14]=1[S:11]([N:8]1[CH2:9][CH2:10][N:5]([C:3](=[O:4])[CH2:2][CH2:30][C:24]2[CH:29]=[CH:28][CH:27]=[CH:26][CH:25]=2)[CH2:6][CH2:7]1)(=[O:13])=[O:12]. (3) Reactant: [C:1]([C:3]1[C:4]([F:14])=[CH:5][C:6]([O:12][CH3:13])=[C:7]([CH:11]=1)[C:8]([OH:10])=O)#[N:2].C(Cl)(=O)C(Cl)=O.C(N(C(C)C)CC)(C)C.Cl.[N+:31]([C:34]1[CH:35]=[C:36]([CH:39]=[CH:40][CH:41]=1)[CH2:37][NH2:38])([O-:33])=[O:32]. Product: [C:1]([C:3]1[C:4]([F:14])=[CH:5][C:6]([O:12][CH3:13])=[C:7]([CH:11]=1)[C:8]([NH:38][CH2:37][C:36]1[CH:39]=[CH:40][CH:41]=[C:34]([N+:31]([O-:33])=[O:32])[CH:35]=1)=[O:10])#[N:2]. The catalyst class is: 139. (4) Reactant: [CH3:1][NH:2][CH2:3][C:4]1[N:5]=[C:6]([NH:9][C:10](=[O:16])[O:11][C:12]([CH3:15])([CH3:14])[CH3:13])[S:7][CH:8]=1.[CH3:17][C:18]1[C:19]([C:24](O)=[O:25])=[N:20][CH:21]=[CH:22][N:23]=1.C1CCC(N=C=NC2CCCCC2)CC1. Product: [CH3:1][N:2]([CH2:3][C:4]1[N:5]=[C:6]([NH:9][C:10](=[O:16])[O:11][C:12]([CH3:13])([CH3:15])[CH3:14])[S:7][CH:8]=1)[C:24]([C:19]1[C:18]([CH3:17])=[N:23][CH:22]=[CH:21][N:20]=1)=[O:25]. The catalyst class is: 2.